Task: Binary Classification. Given a T-cell receptor sequence (or CDR3 region) and an epitope sequence, predict whether binding occurs between them.. Dataset: TCR-epitope binding with 47,182 pairs between 192 epitopes and 23,139 TCRs The epitope is NEGVKAAW. The TCR CDR3 sequence is CASSQDGRAQGGEAFF. Result: 0 (the TCR does not bind to the epitope).